The task is: Predict which catalyst facilitates the given reaction.. This data is from Catalyst prediction with 721,799 reactions and 888 catalyst types from USPTO. (1) Reactant: [Cl:1][C:2]1[C:10]2[C:5](=[CH:6][CH:7]=[C:8]([N+:11]([O-])=O)[CH:9]=2)[N:4]([CH2:14][C:15]2[CH:20]=[CH:19][CH:18]=[CH:17][N:16]=2)[CH:3]=1.S(S([O-])=O)([O-])=O.[Na+].[Na+]. Product: [NH2:11][C:8]1[CH:9]=[C:10]2[C:5](=[CH:6][CH:7]=1)[N:4]([CH2:14][C:15]1[CH:20]=[CH:19][CH:18]=[CH:17][N:16]=1)[CH:3]=[C:2]2[Cl:1]. The catalyst class is: 40. (2) Reactant: [Br:1][C:2]1[CH:3]=[N:4][C:5](=[O:8])[NH:6][CH:7]=1.CI.[C:11]([O-])([O-])=O.[K+].[K+]. Product: [Br:1][C:2]1[CH:3]=[N:4][C:5](=[O:8])[N:6]([CH3:11])[CH:7]=1. The catalyst class is: 9. (3) Reactant: [OH:1][C@H:2]([CH3:7])[C:3]([O:5][CH3:6])=[O:4].C(N(CC)CC)C.[CH2:15]=[C:16]1[O:20][C:18](=[O:19])[CH2:17]1. Product: [O:20]=[C:16]([CH3:15])[CH2:17][C:18]([O:1][C@H:2]([CH3:7])[C:3]([O:5][CH3:6])=[O:4])=[O:19]. The catalyst class is: 11. (4) Reactant: [NH:1]([C:3]1[CH:7]=[CH:6][S:5][C:4]=1C(OC)=O)[NH2:2].Cl[C:13]1[C:22]2[C:17](=[CH:18][C:19]([F:24])=[C:20]([F:23])[CH:21]=2)[N:16]=[CH:15][C:14]=1[C:25](OCC)=[O:26]. Product: [F:24][C:19]1[C:20]([F:23])=[CH:21][C:22]2[C:13]3[C:14]([C:25](=[O:26])[N:1]([C:3]4[CH:7]=[CH:6][S:5][CH:4]=4)[N:2]=3)=[CH:15][NH:16][C:17]=2[CH:18]=1. The catalyst class is: 8. (5) Product: [Cl:1][CH2:2][CH2:3][CH2:4][CH:5]([C:6]1[O:7][C:10]([C:11]2[CH:16]=[CH:15][C:14]([C:17]3[O:21][C:20]([CH3:22])=[N:19][CH:18]=3)=[C:13]([O:23][CH3:24])[CH:12]=2)=[N:9][N:8]=1)[C:26]1[CH:31]=[CH:30][CH:29]=[C:28]([C:32]([F:34])([F:35])[F:33])[CH:27]=1. The catalyst class is: 10. Reactant: [Cl:1][CH2:2][CH2:3][CH2:4][CH:5]([C:26]1[CH:31]=[CH:30][CH:29]=[C:28]([C:32]([F:35])([F:34])[F:33])[CH:27]=1)[C:6]([NH:8][NH:9][C:10](=O)[C:11]1[CH:16]=[CH:15][C:14]([C:17]2[O:21][C:20]([CH3:22])=[N:19][CH:18]=2)=[C:13]([O:23][CH3:24])[CH:12]=1)=[O:7].C(Cl)(Cl)(Cl)Cl.C1(P(C2C=CC=CC=2)C2C=CC=CC=2)C=CC=CC=1.